From a dataset of Reaction yield outcomes from USPTO patents with 853,638 reactions. Predict the reaction yield, written as a fraction of the theoretical maximum amount of product (1.0 means a 100% yield; for example, 0.34 means a 34% yield). (1) The reactants are [CH3:1][O:2][C:3]1[CH:8]=[CH:7][C:6]([CH2:9][NH2:10])=[CH:5][CH:4]=1.[CH3:11][S:12](Cl)(=[O:14])=[O:13]. The catalyst is C(Cl)Cl. The product is [CH3:1][O:2][C:3]1[CH:8]=[CH:7][C:6]([CH2:9][NH:10][S:12]([CH3:11])(=[O:14])=[O:13])=[CH:5][CH:4]=1. The yield is 0.890. (2) The reactants are [OH:1][C@H:2]1[CH2:7][CH2:6][C@H:5]2[C@H:8]3[C@H:18]([CH2:19][CH2:20][C@:3]12[CH3:4])[C@:16]1([CH3:17])[C:11]([C:12]([CH3:23])([CH3:22])[C:13](=[O:21])[CH2:14][CH2:15]1)=[CH:10][CH2:9]3.[OH2:24]. The catalyst is C1COCC1. The product is [CH3:22][C:12]1([CH3:23])[C@@H:13]([OH:21])[CH2:14][CH2:15][C@@:16]2([CH3:17])[CH:11]1[C@@H:10]([OH:24])[CH2:9][C@@H:8]1[C@@H:18]2[CH2:19][CH2:20][C@@:3]2([CH3:4])[C@H:5]1[CH2:6][CH2:7][C@@H:2]2[OH:1]. The yield is 0.320. (3) The reactants are Br[C:2]1[CH:7]=[C:6]([CH3:8])[C:5]([Br:9])=[CH:4][C:3]=1[CH3:10].[Li]CCCC.CN([CH:19]=[O:20])C. The catalyst is C1COCC1.[Cl-].[NH4+]. The product is [Br:9][C:5]1[C:6]([CH3:8])=[CH:7][C:2]([CH:19]=[O:20])=[C:3]([CH3:10])[CH:4]=1. The yield is 0.400. (4) The reactants are [OH:1][CH:2]1[CH2:7][CH2:6][C:5]([C:9]([C:11]2[C:19]3[C:14](=[N:15][CH:16]=[C:17]([C:20]4[CH:25]=[C:24]([O:26][CH3:27])[C:23]([O:28][CH3:29])=[C:22]([O:30][CH3:31])[CH:21]=4)[N:18]=3)[NH:13][CH:12]=2)=[O:10])([CH3:8])[CH2:4][CH2:3]1.C1(P(C2C=CC=CC=2)C2C=CC=CC=2)C=CC=CC=1.[CH:51](O)=[O:52].N(C(OCC)=O)=NC(OCC)=O. The catalyst is C1COCC1. The product is [CH3:8][C:5]1([C:9]([C:11]2[C:19]3[C:14](=[N:15][CH:16]=[C:17]([C:20]4[CH:21]=[C:22]([O:30][CH3:31])[C:23]([O:28][CH3:29])=[C:24]([O:26][CH3:27])[CH:25]=4)[N:18]=3)[NH:13][CH:12]=2)=[O:10])[CH2:4][CH2:3][CH:2]([O:1][CH:51]=[O:52])[CH2:7][CH2:6]1. The yield is 0.590. (5) The reactants are [NH2:1][C:2]1[C:3]([F:9])=[C:4]([CH3:8])[CH:5]=[CH:6][CH:7]=1.O=[C:11]([CH2:16][C:17]([O:19][CH3:20])=[O:18])[C:12]([O:14][CH3:15])=[O:13]. The catalyst is CC1C=CC(S(O)(=O)=O)=CC=1. The product is [F:9][C:3]1[C:4]([CH3:8])=[CH:5][CH:6]=[CH:7][C:2]=1/[N:1]=[C:11](\[CH2:16][C:17]([O:19][CH3:20])=[O:18])/[C:12]([O:14][CH3:15])=[O:13]. The yield is 0.530. (6) The reactants are [N+:1]([C:4]1[CH:10]=[CH:9][C:7]([NH2:8])=[C:6]([C:11]#[C:12][C:13]2[CH:18]=[CH:17][CH:16]=[CH:15][N:14]=2)[CH:5]=1)([O-:3])=[O:2].CC([O-])(C)C.[K+]. The catalyst is CN(C=O)C.O. The product is [N+:1]([C:4]1[CH:5]=[C:6]2[C:7](=[CH:9][CH:10]=1)[NH:8][C:12]([C:13]1[CH:18]=[CH:17][CH:16]=[CH:15][N:14]=1)=[CH:11]2)([O-:3])=[O:2]. The yield is 0.670. (7) The reactants are [NH2:1][C:2]1[CH:6]=[C:5]([C:7]2[CH:12]=[CH:11][N:10]=[CH:9][CH:8]=2)[S:4][C:3]=1[C:13]([NH2:15])=[O:14].[CH3:16][CH2:17][CH2:18][C:19](=O)[CH2:20][CH2:21][CH3:22].O.C1(C)C=CC(S(O)(=O)=O)=CC=1.C(=O)([O-])O.[Na+]. The catalyst is C(O)(=O)C. The product is [CH2:18]([C:19]1([CH2:20][CH2:21][CH3:22])[NH:1][C:2]2[CH:6]=[C:5]([C:7]3[CH:8]=[CH:9][N:10]=[CH:11][CH:12]=3)[S:4][C:3]=2[C:13](=[O:14])[NH:15]1)[CH2:17][CH3:16]. The yield is 0.230. (8) The reactants are Cl[C:2]1[N:7]=[C:6]2[N:8]([CH2:11][C:12]3[CH:17]=[CH:16][CH:15]=[C:14]([C:18]([F:21])([F:20])[F:19])[C:13]=3[CH3:22])[CH:9]=[N:10][C:5]2=[C:4]([O:23]C)[CH:3]=1.[NH:25]1[CH2:30][CH2:29][O:28][CH2:27][CH2:26]1. The catalyst is O.Cl. The product is [CH3:22][C:13]1[C:14]([C:18]([F:21])([F:19])[F:20])=[CH:15][CH:16]=[CH:17][C:12]=1[CH2:11][N:8]1[C:6]2=[N:7][C:2]([N:25]3[CH2:30][CH2:29][O:28][CH2:27][CH2:26]3)=[CH:3][C:4]([OH:23])=[C:5]2[N:10]=[CH:9]1. The yield is 0.178.